From a dataset of Forward reaction prediction with 1.9M reactions from USPTO patents (1976-2016). Predict the product of the given reaction. (1) Given the reactants [Cl:1][C:2]1[CH:3]=[CH:4][C:5]([OH:27])=[C:6]([C:8]2[CH:13]=[CH:12][N:11]=[C:10]([N:14]3[CH2:19][CH2:18][N:17]([C:20]([O:22][C:23]([CH3:26])([CH3:25])[CH3:24])=[O:21])[CH2:16][CH2:15]3)[CH:9]=2)[CH:7]=1.C(=O)([O-])[O-].[K+].[K+].[CH2:34](Br)[C:35]1[CH:40]=[CH:39][CH:38]=[CH:37][CH:36]=1, predict the reaction product. The product is: [CH2:34]([O:27][C:5]1[CH:4]=[CH:3][C:2]([Cl:1])=[CH:7][C:6]=1[C:8]1[CH:13]=[CH:12][N:11]=[C:10]([N:14]2[CH2:15][CH2:16][N:17]([C:20]([O:22][C:23]([CH3:24])([CH3:26])[CH3:25])=[O:21])[CH2:18][CH2:19]2)[CH:9]=1)[C:35]1[CH:40]=[CH:39][CH:38]=[CH:37][CH:36]=1. (2) Given the reactants C([O:3][C:4](=[O:17])[CH2:5][O:6][CH2:7][CH:8]1[O:13][C:12]2=[CH:14][S:15][CH:16]=[C:11]2[O:10][CH2:9]1)C.C(O)C.[OH-].[K+], predict the reaction product. The product is: [O:13]1[CH:8]([CH2:7][O:6][CH2:5][C:4]([OH:17])=[O:3])[CH2:9][O:10][C:11]2=[CH:16][S:15][CH:14]=[C:12]12.